From a dataset of Merck oncology drug combination screen with 23,052 pairs across 39 cell lines. Regression. Given two drug SMILES strings and cell line genomic features, predict the synergy score measuring deviation from expected non-interaction effect. (1) Drug 1: Cn1c(=O)n(-c2ccc(C(C)(C)C#N)cc2)c2c3cc(-c4cnc5ccccc5c4)ccc3ncc21. Drug 2: CCc1cnn2c(NCc3ccc[n+]([O-])c3)cc(N3CCCCC3CCO)nc12. Cell line: A2058. Synergy scores: synergy=12.8. (2) Drug 1: O=C(NOCC(O)CO)c1ccc(F)c(F)c1Nc1ccc(I)cc1F. Drug 2: CC1(c2nc3c(C(N)=O)cccc3[nH]2)CCCN1. Cell line: UWB1289BRCA1. Synergy scores: synergy=-25.5. (3) Drug 1: O=c1[nH]cc(F)c(=O)[nH]1. Drug 2: Cc1nc(Nc2ncc(C(=O)Nc3c(C)cccc3Cl)s2)cc(N2CCN(CCO)CC2)n1. Cell line: A427. Synergy scores: synergy=28.3. (4) Drug 1: O=c1[nH]cc(F)c(=O)[nH]1. Drug 2: Cn1c(=O)n(-c2ccc(C(C)(C)C#N)cc2)c2c3cc(-c4cnc5ccccc5c4)ccc3ncc21. Cell line: SW837. Synergy scores: synergy=5.51. (5) Cell line: CAOV3. Synergy scores: synergy=24.7. Drug 1: CS(=O)(=O)CCNCc1ccc(-c2ccc3ncnc(Nc4ccc(OCc5cccc(F)c5)c(Cl)c4)c3c2)o1. Drug 2: O=C(NOCC(O)CO)c1ccc(F)c(F)c1Nc1ccc(I)cc1F. (6) Drug 1: O=c1[nH]cc(F)c(=O)[nH]1. Drug 2: CCc1cnn2c(NCc3ccc[n+]([O-])c3)cc(N3CCCCC3CCO)nc12. Cell line: KPL1. Synergy scores: synergy=0.00736.